This data is from Catalyst prediction with 721,799 reactions and 888 catalyst types from USPTO. The task is: Predict which catalyst facilitates the given reaction. (1) Reactant: [NH:1]1[CH2:5][CH2:4][CH2:3][CH:2]1[C:6]([OH:8])=[O:7].[CH3:9]O. Product: [CH3:9][O:7][C:6]([CH:2]1[CH2:3][CH2:4][CH2:5][NH:1]1)=[O:8]. The catalyst class is: 820. (2) Reactant: CC1C=CC(S(O[CH2:12][CH:13]2[O:18][C:17]3[CH:19]=[C:20]([S:23]([CH3:26])(=[O:25])=[O:24])[CH:21]=[CH:22][C:16]=3[O:15][CH2:14]2)(=O)=O)=CC=1.[CH3:27][O:28][CH2:29][CH2:30][NH2:31]. Product: [CH3:27][O:28][CH2:29][CH2:30][NH:31][CH2:12][CH:13]1[O:18][C:17]2[CH:19]=[C:20]([S:23]([CH3:26])(=[O:24])=[O:25])[CH:21]=[CH:22][C:16]=2[O:15][CH2:14]1. The catalyst class is: 10. (3) Reactant: [F:1][C:2]1[CH:3]=[C:4]([CH3:14])[C:5]([N+:11]([O-])=O)=[C:6]([CH:10]=1)[C:7]([OH:9])=[O:8].Cl[Sn]Cl.C([O-])(O)=O.[Na+]. Product: [NH2:11][C:5]1[C:4]([CH3:14])=[CH:3][C:2]([F:1])=[CH:10][C:6]=1[C:7]([OH:9])=[O:8]. The catalyst class is: 25. (4) Reactant: [CH3:1][O:2][CH2:3][C@@H:4]1[C@@H:10]([C:11]2[CH:16]=[CH:15][C:14]([Cl:17])=[C:13]([Cl:18])[CH:12]=2)[CH2:9][C@H:8]2[N:19]([CH3:20])[C@@H:5]1[CH2:6][CH2:7]2.[S:21](=[O:25])(=[O:24])([OH:23])[OH:22]. Product: [S:21]([OH:25])([OH:24])(=[O:23])=[O:22].[CH3:1][O:2][CH2:3][C@@H:4]1[C@@H:10]([C:11]2[CH:16]=[CH:15][C:14]([Cl:17])=[C:13]([Cl:18])[CH:12]=2)[CH2:9][C@H:8]2[N:19]([CH3:20])[C@@H:5]1[CH2:6][CH2:7]2. The catalyst class is: 32. (5) Reactant: [F:1][C:2]1[CH:7]=[CH:6][C:5]([O:8][CH3:9])=[CH:4][C:3]=1[C:10]1[C:15]([C:16]#[N:17])=[C:14](O)[N:13]=[C:12]([S:19][CH3:20])[N:11]=1.P(Cl)(Cl)([Cl:23])=O. Product: [Cl:23][C:14]1[C:15]([C:16]#[N:17])=[C:10]([C:3]2[CH:4]=[C:5]([O:8][CH3:9])[CH:6]=[CH:7][C:2]=2[F:1])[N:11]=[C:12]([S:19][CH3:20])[N:13]=1. The catalyst class is: 887. (6) Reactant: [CH2:1]([C:3]1[CH:10]=[C:9]([N+:11]([O-])=O)[CH:8]=[CH:7][C:4]=1[C:5]#[N:6])[CH3:2].Cl. Product: [NH2:11][C:9]1[CH:8]=[CH:7][C:4]([C:5]#[N:6])=[C:3]([CH2:1][CH3:2])[CH:10]=1. The catalyst class is: 186.